From a dataset of Retrosynthesis with 50K atom-mapped reactions and 10 reaction types from USPTO. Predict the reactants needed to synthesize the given product. (1) Given the product CON(C)C(=O)C1CN(C(=O)OC(C)(C)C)C1, predict the reactants needed to synthesize it. The reactants are: CC(C)(C)OC(=O)N1CC(C(=O)O)C1.CNOC. (2) Given the product CC(C)(C)OC(=O)N1CCC(COCc2ccccc2)CC1, predict the reactants needed to synthesize it. The reactants are: BrCc1ccccc1.CC(C)(C)OC(=O)N1CCC(CO)CC1. (3) The reactants are: CCOC(=O)c1cc2cccc(NS(=O)(=O)c3ccccc3C(F)(F)F)c2[nH]1.CI. Given the product CCOC(=O)c1cc2cccc(N(C)S(=O)(=O)c3ccccc3C(F)(F)F)c2[nH]1, predict the reactants needed to synthesize it. (4) Given the product Cn1nnc(N(Cc2cc(C(F)(F)F)cc(C(F)(F)F)c2)Cc2cc(C(F)(F)F)ccc2C#N)n1, predict the reactants needed to synthesize it. The reactants are: Cn1nnc(N(Cc2cc(C(F)(F)F)cc(C(F)(F)F)c2)Cc2cc(C(F)(F)F)ccc2Br)n1.[C-]#N. (5) Given the product CC(C)(C)OC(=O)C=Cc1ccc(O)cc1, predict the reactants needed to synthesize it. The reactants are: C=CC(=O)OC(C)(C)C.Oc1ccc(Br)cc1. (6) The reactants are: Brc1cncs1.Cc1cc(Nc2nccc(C(F)(F)F)n2)cc(B2OC(C)(C)C(C)(C)O2)c1. Given the product Cc1cc(Nc2nccc(C(F)(F)F)n2)cc(-c2cncs2)c1, predict the reactants needed to synthesize it. (7) Given the product CC(O)OCCNC(C)(C)C, predict the reactants needed to synthesize it. The reactants are: CC(C)(C)N.CC(O)OCCCl.